Predict the reactants needed to synthesize the given product. From a dataset of Full USPTO retrosynthesis dataset with 1.9M reactions from patents (1976-2016). (1) Given the product [CH:1]1([NH:4][C:5](=[O:6])[C:7]2[CH:12]=[C:11]([C:13]3[CH:14]=[C:15]4[C:19](=[CH:20][CH:21]=3)[N:18]([CH2:22][C:23]([N:29]3[CH2:34][CH2:33][O:32][CH2:31][CH2:30]3)=[O:24])[N:17]=[CH:16]4)[C:10]([CH3:27])=[C:9]([F:28])[CH:8]=2)[CH2:3][CH2:2]1, predict the reactants needed to synthesize it. The reactants are: [CH:1]1([NH:4][C:5]([C:7]2[CH:8]=[C:9]([F:28])[C:10]([CH3:27])=[C:11]([C:13]3[CH:14]=[C:15]4[C:19](=[CH:20][CH:21]=3)[N:18]([CH2:22][C:23](OC)=[O:24])[N:17]=[CH:16]4)[CH:12]=2)=[O:6])[CH2:3][CH2:2]1.[NH:29]1[CH2:34][CH2:33][O:32][CH2:31][CH2:30]1. (2) Given the product [NH2:14][C:11]1[N:10]=[C:9]([NH2:15])[C:8]([O:7][C:6]2[C:5]([CH:17]([CH3:19])[CH3:18])=[CH:4][C:3]([O:20][CH3:21])=[C:2]([CH:16]=2)[C:22]#[N:23])=[CH:13][N:12]=1, predict the reactants needed to synthesize it. The reactants are: I[C:2]1[C:3]([O:20][CH3:21])=[CH:4][C:5]([CH:17]([CH3:19])[CH3:18])=[C:6]([CH:16]=1)[O:7][C:8]1[C:9]([NH2:15])=[N:10][C:11]([NH2:14])=[N:12][CH:13]=1.[C:22]([Cu])#[N:23].O. (3) The reactants are: [CH3:1][C@:2]12[C:10]([C:11]3([CH:14]=[CH:15][CH2:16][C:17]([OH:20])([CH3:19])[CH3:18])[CH2:13][CH2:12]3)=[CH:9][CH2:8][C@H:7]1[C@@H:6]([OH:21])[CH2:5][CH2:4][CH2:3]2.[Cr](O[Cr]([O-])(=O)=O)([O-])(=O)=O.[NH+]1C=CC=CC=1.[NH+]1C=CC=CC=1. Given the product [CH3:1][C@:2]12[C:10]([C:11]3([CH:14]=[CH:15][CH2:16][C:17]([OH:20])([CH3:18])[CH3:19])[CH2:13][CH2:12]3)=[CH:9][CH2:8][C@H:7]1[C:6](=[O:21])[CH2:5][CH2:4][CH2:3]2, predict the reactants needed to synthesize it. (4) Given the product [CH2:14]([C:12]1[C:11](=[O:16])[NH:10][C:9]([CH3:17])=[C:8]([C:6]2[CH:5]=[CH:4][CH:3]=[C:2]([NH:1][S:24]([C:18]3[CH:23]=[CH:22][CH:21]=[CH:20][CH:19]=3)(=[O:26])=[O:25])[N:7]=2)[CH:13]=1)[CH3:15], predict the reactants needed to synthesize it. The reactants are: [NH2:1][C:2]1[N:7]=[C:6]([C:8]2[CH:13]=[C:12]([CH2:14][CH3:15])[C:11](=[O:16])[NH:10][C:9]=2[CH3:17])[CH:5]=[CH:4][CH:3]=1.[C:18]1([S:24](Cl)(=[O:26])=[O:25])[CH:23]=[CH:22][CH:21]=[CH:20][CH:19]=1. (5) Given the product [Cl:8][C:7]1[CH:6]=[CH:5][C:4]([C:9]([CH3:15])([CH3:14])[C:10]([OH:12])=[O:11])=[CH:3][C:2]=1[NH:1][C:19](=[O:20])[C:18]1[C:17]([CH3:16])=[CH:25][C:24]([O:26][CH2:27][C@@H:28]2[CH2:33][N:32]([CH3:34])[C:31]3[CH:35]=[CH:36][CH:37]=[CH:38][C:30]=3[O:29]2)=[CH:23][C:22]=1[CH3:39], predict the reactants needed to synthesize it. The reactants are: [NH2:1][C:2]1[CH:3]=[C:4]([C:9]([CH3:15])([CH3:14])[C:10]([O:12]C)=[O:11])[CH:5]=[CH:6][C:7]=1[Cl:8].[CH3:16][C:17]1[CH:25]=[C:24]([O:26][CH2:27][C@@H:28]2[CH2:33][N:32]([CH3:34])[C:31]3[CH:35]=[CH:36][CH:37]=[CH:38][C:30]=3[O:29]2)[CH:23]=[C:22]([CH3:39])[C:18]=1[C:19](Cl)=[O:20].OC1C=C(C)C(C(OC)=O)=C(C)C=1. (6) Given the product [CH3:30][C:24]1[CH:23]=[C:22]([C:31]2[N:32]=[C:33]([CH3:36])[S:34][CH:35]=2)[C:21]([CH3:20])=[CH:26][C:25]=1[NH2:27], predict the reactants needed to synthesize it. The reactants are: BrCC(C1C=C(C)C([N+]([O-])=O)=CC=1C)=O.C(=S)(N)C.[CH3:20][C:21]1[CH:26]=[C:25]([N+:27]([O-])=O)[C:24]([CH3:30])=[CH:23][C:22]=1[C:31]1[N:32]=[C:33]([CH3:36])[S:34][CH:35]=1.